This data is from Forward reaction prediction with 1.9M reactions from USPTO patents (1976-2016). The task is: Predict the product of the given reaction. (1) Given the reactants [NH2:1][C:2]1[N:7]=[C:6](S(C)=O)[C:5]([C:11]#[N:12])=[C:4]([C:13]2[CH:18]=[CH:17][CH:16]=[CH:15][N:14]=2)[N:3]=1.[CH2:19]([NH2:26])[C:20]1[CH:25]=[CH:24][CH:23]=[CH:22][CH:21]=1, predict the reaction product. The product is: [NH2:1][C:2]1[N:7]=[C:6]([NH:26][CH2:19][C:20]2[CH:25]=[CH:24][CH:23]=[CH:22][CH:21]=2)[C:5]([C:11]#[N:12])=[C:4]([C:13]2[CH:18]=[CH:17][CH:16]=[CH:15][N:14]=2)[N:3]=1. (2) Given the reactants CO[C:3]([C:5]1[CH:6]=[CH:7][CH:8]=[C:9]2[O:13][C:12]([NH:14][CH:15]3[CH2:20][CH2:19][N:18]([C:21]([O:23][C:24]([CH3:27])([CH3:26])[CH3:25])=[O:22])[CH2:17][CH2:16]3)=[N:11][C:10]=12)=[O:4].C(OC(N1CCC(NC2OC3C(=C(C(O)=O)C=CC=3)N=2)CC1)=O)(C)(C)C.Cl.[CH3:55][O:56][C:57](=[O:60])[CH2:58][NH2:59].ClC1N=C(OC)N=C(OC)N=1.CN1CCOCC1, predict the reaction product. The product is: [C:24]([O:23][C:21]([N:18]1[CH2:17][CH2:16][CH:15]([NH:14][C:12]2[O:13][C:9]3[CH:8]=[CH:7][CH:6]=[C:5]([C:3](=[O:4])[NH:59][CH2:58][C:57]([O:56][CH3:55])=[O:60])[C:10]=3[N:11]=2)[CH2:20][CH2:19]1)=[O:22])([CH3:26])([CH3:25])[CH3:27]. (3) Given the reactants [NH2:1][C:2]1[C:7]2[NH:8][C:9](=[S:16])[N:10]([CH2:11][CH2:12][CH2:13][C:14]#[CH:15])[C:6]=2[CH:5]=[CH:4][N:3]=1.I[C:18]1[CH:23]=[C:22]([O:24][CH3:25])[CH:21]=[CH:20][C:19]=1[C:26](=[O:28])[CH3:27].CC1C=CC2C=CC3C=CC(C)=NC=3C=2N=1.O.CC([O-])(C)C.[Na+], predict the reaction product. The product is: [NH2:1][C:2]1[C:7]2[N:8]=[C:9]([S:16][C:18]3[CH:23]=[C:22]([O:24][CH3:25])[CH:21]=[CH:20][C:19]=3[C:26](=[O:28])[CH3:27])[N:10]([CH2:11][CH2:12][CH2:13][C:14]#[CH:15])[C:6]=2[CH:5]=[CH:4][N:3]=1. (4) Given the reactants Br[C:2]1[CH:3]=[CH:4][C:5]([O:8][CH3:9])=[N:6][CH:7]=1.[OH:10][C:11]1[CH:12]=[C:13]([CH:19]=[CH:20][CH:21]=1)[C:14]([O:16][CH2:17][CH3:18])=[O:15].C([O-])([O-])=O.[K+].[K+].Cl, predict the reaction product. The product is: [CH2:17]([O:16][C:14](=[O:15])[C:13]1[CH:19]=[CH:20][CH:21]=[C:11]([O:10][C:2]2[CH:7]=[N:6][C:5]([O:8][CH3:9])=[CH:4][CH:3]=2)[CH:12]=1)[CH3:18]. (5) Given the reactants [F:1][C:2]1[CH:10]=[CH:9][C:8]([S:11](=[O:14])(=[O:13])[NH2:12])=[CH:7][C:3]=1[C:4]([OH:6])=O.CN(C(ON1N=NC2C=CC=NC1=2)=[N+](C)C)C.F[P-](F)(F)(F)(F)F.Cl.[CH3:40][O:41][C:42](=[O:45])[CH2:43][NH2:44].CN1CCOCC1, predict the reaction product. The product is: [F:1][C:2]1[CH:10]=[CH:9][C:8]([S:11](=[O:14])(=[O:13])[NH2:12])=[CH:7][C:3]=1[C:4]([NH:44][CH2:43][C:42]([O:41][CH3:40])=[O:45])=[O:6]. (6) The product is: [C:4]([O:7][CH2:8][C:9]1[CH:14]=[CH:13][CH:12]=[C:11]([CH:15]=[O:2])[C:10]=1[Br:17])(=[O:6])[CH3:5]. Given the reactants C(O)=[O:2].[C:4]([O:7][CH2:8][C:9]1[CH:14]=[CH:13][CH:12]=[C:11]([C:15]#N)[C:10]=1[Br:17])(=[O:6])[CH3:5], predict the reaction product.